The task is: Regression. Given two drug SMILES strings and cell line genomic features, predict the synergy score measuring deviation from expected non-interaction effect.. This data is from NCI-60 drug combinations with 297,098 pairs across 59 cell lines. (1) Drug 1: CC1=C(C(CCC1)(C)C)C=CC(=CC=CC(=CC(=O)O)C)C. Drug 2: CS(=O)(=O)OCCCCOS(=O)(=O)C. Cell line: HOP-62. Synergy scores: CSS=-0.508, Synergy_ZIP=7.54, Synergy_Bliss=10.1, Synergy_Loewe=-2.39, Synergy_HSA=-1.42. (2) Drug 1: CC1CCC2CC(C(=CC=CC=CC(CC(C(=O)C(C(C(=CC(C(=O)CC(OC(=O)C3CCCCN3C(=O)C(=O)C1(O2)O)C(C)CC4CCC(C(C4)OC)O)C)C)O)OC)C)C)C)OC. Drug 2: CC1C(C(CC(O1)OC2CC(CC3=C2C(=C4C(=C3O)C(=O)C5=C(C4=O)C(=CC=C5)OC)O)(C(=O)CO)O)N)O.Cl. Cell line: LOX IMVI. Synergy scores: CSS=57.5, Synergy_ZIP=2.44, Synergy_Bliss=5.77, Synergy_Loewe=8.45, Synergy_HSA=8.18. (3) Drug 1: CC1CCC2CC(C(=CC=CC=CC(CC(C(=O)C(C(C(=CC(C(=O)CC(OC(=O)C3CCCCN3C(=O)C(=O)C1(O2)O)C(C)CC4CCC(C(C4)OC)O)C)C)O)OC)C)C)C)OC. Drug 2: C(CC(=O)O)C(=O)CN.Cl. Cell line: SF-295. Synergy scores: CSS=40.9, Synergy_ZIP=-6.87, Synergy_Bliss=-3.30, Synergy_Loewe=-27.6, Synergy_HSA=-0.320. (4) Drug 1: C1=CC(=CC=C1CCC2=CNC3=C2C(=O)NC(=N3)N)C(=O)NC(CCC(=O)O)C(=O)O. Drug 2: CCC1=CC2CC(C3=C(CN(C2)C1)C4=CC=CC=C4N3)(C5=C(C=C6C(=C5)C78CCN9C7C(C=CC9)(C(C(C8N6C)(C(=O)OC)O)OC(=O)C)CC)OC)C(=O)OC.C(C(C(=O)O)O)(C(=O)O)O. Cell line: M14. Synergy scores: CSS=20.7, Synergy_ZIP=-5.50, Synergy_Bliss=-7.33, Synergy_Loewe=-7.37, Synergy_HSA=-4.19. (5) Drug 1: CS(=O)(=O)CCNCC1=CC=C(O1)C2=CC3=C(C=C2)N=CN=C3NC4=CC(=C(C=C4)OCC5=CC(=CC=C5)F)Cl. Drug 2: CN(C(=O)NC(C=O)C(C(C(CO)O)O)O)N=O. Cell line: PC-3. Synergy scores: CSS=-1.02, Synergy_ZIP=-0.395, Synergy_Bliss=-0.592, Synergy_Loewe=-1.99, Synergy_HSA=-2.72.